Dataset: Peptide-MHC class II binding affinity with 134,281 pairs from IEDB. Task: Regression. Given a peptide amino acid sequence and an MHC pseudo amino acid sequence, predict their binding affinity value. This is MHC class II binding data. (1) The peptide sequence is AILIWMYYHGQRHSDEH. The MHC is DRB1_0701 with pseudo-sequence DRB1_0701. The binding affinity (normalized) is 0. (2) The peptide sequence is LISWGHYPLHLRYYR. The MHC is DRB1_1001 with pseudo-sequence DRB1_1001. The binding affinity (normalized) is 0.372. (3) The peptide sequence is AGDLGRDELMELASD. The MHC is DRB1_0404 with pseudo-sequence DRB1_0404. The binding affinity (normalized) is 0.0548. (4) The peptide sequence is YEAQILNYSKAKSSLES. The MHC is DRB1_0101 with pseudo-sequence DRB1_0101. The binding affinity (normalized) is 0.641. (5) The peptide sequence is ENIQRFLPNPAGVQLEDPEF. The MHC is DRB1_0301 with pseudo-sequence DRB1_0301. The binding affinity (normalized) is 0. (6) The peptide sequence is INESTAAAIAYGLDR. The MHC is HLA-DQA10501-DQB10301 with pseudo-sequence HLA-DQA10501-DQB10301. The binding affinity (normalized) is 0.741. (7) The peptide sequence is TSFIRNCARKVFNDI. The MHC is DRB1_0701 with pseudo-sequence DRB1_0701. The binding affinity (normalized) is 0.963. (8) The peptide sequence is FMRMAWGGSYIALDS. The MHC is DRB1_1302 with pseudo-sequence DRB1_1302. The binding affinity (normalized) is 0.233.